From a dataset of Forward reaction prediction with 1.9M reactions from USPTO patents (1976-2016). Predict the product of the given reaction. (1) Given the reactants [Cl:1][C:2]1[N:3]([CH2:10][CH2:11][C@@H:12]([OH:25])[CH2:13][O:14]S(C2C=CC(C)=CC=2)(=O)=O)[CH:4]=[C:5]([N+:7]([O-:9])=[O:8])[N:6]=1.[Si:26]([O:33][CH:34]1[CH2:39][CH2:38][N:37]([CH:40]2[CH2:45][CH2:44][N:43]([C:46]3[CH:51]=[CH:50][C:49](O)=[CH:48][CH:47]=3)[CH2:42][CH2:41]2)[CH2:36][CH2:35]1)([C:29]([CH3:32])([CH3:31])[CH3:30])([CH3:28])[CH3:27].P([O-])([O-])([O-])=O.[K+].[K+].[K+].[I-].[Na+], predict the reaction product. The product is: [C:29]([Si:26]([CH3:28])([CH3:27])[O:33][CH:34]1[CH2:39][CH2:38][N:37]([CH:40]2[CH2:41][CH2:42][N:43]([C:46]3[CH:51]=[CH:50][C:49]([O:14][CH2:13][C@H:12]([OH:25])[CH2:11][CH2:10][N:3]4[CH:4]=[C:5]([N+:7]([O-:9])=[O:8])[N:6]=[C:2]4[Cl:1])=[CH:48][CH:47]=3)[CH2:44][CH2:45]2)[CH2:36][CH2:35]1)([CH3:32])([CH3:31])[CH3:30]. (2) The product is: [CH2:23]([O:22][C:19](=[O:21])[CH2:9][C@@H:10]([OH:8])[CH2:11][CH2:12][CH2:13][CH3:14])[CH3:24]. Given the reactants NC1C=CN=CC=1.[O:8]1[C@@H:10]([CH2:11][CH2:12][CH2:13][CH3:14])[CH2:9]1.[C]=O.[H][H].[C:19]([O:22][CH2:23][CH3:24])(=[O:21])C, predict the reaction product. (3) Given the reactants [Br:1][C:2]1[C:7]2[N:8]([CH2:12][CH2:13][CH2:14][C:15]([O:17][CH2:18][CH3:19])=[O:16])[C:9](Cl)=[N:10][C:6]=2[CH:5]=[CH:4][CH:3]=1.[Cl:20][C:21]1[CH:27]=[C:26]([Cl:28])[CH:25]=[CH:24][C:22]=1[NH2:23].O.C1(C)C=CC(S(O)(=O)=O)=CC=1.C(=O)([O-])O.[Na+], predict the reaction product. The product is: [Br:1][C:2]1[C:7]2[N:8]([CH2:12][CH2:13][CH2:14][C:15]([O:17][CH2:18][CH3:19])=[O:16])[C:9]([NH:23][C:22]3[CH:24]=[CH:25][C:26]([Cl:28])=[CH:27][C:21]=3[Cl:20])=[N:10][C:6]=2[CH:5]=[CH:4][CH:3]=1. (4) The product is: [C:32]([C@H:30]1[CH2:29][C@H:28]([N:18]2[C:17](=[O:37])[C:16]([CH2:15][C:12]3[CH:13]=[CH:14][C:9]([C:4]4[C:3]([C:1]#[N:2])=[CH:8][CH:7]=[CH:6][CH:5]=4)=[CH:10][C:11]=3[F:38])=[C:21]([CH2:22][CH2:23][CH3:24])[N:20]3[N:25]=[CH:26][N:27]=[C:19]23)[CH2:31]1)(=[O:34])[CH3:42]. Given the reactants [C:1]([C:3]1[CH:8]=[CH:7][CH:6]=[CH:5][C:4]=1[C:9]1[CH:14]=[CH:13][C:12]([CH2:15][C:16]2[C:17](=[O:37])[N:18]([C@H:28]3[CH2:31][C@H:30]([C:32]([O:34]CC)=O)[CH2:29]3)[C:19]3[N:20]([N:25]=[CH:26][N:27]=3)[C:21]=2[CH2:22][CH2:23][CH3:24])=[C:11]([F:38])[CH:10]=1)#[N:2].[OH-].[Na+].Cl.[CH3:42][Mg]Br, predict the reaction product.